This data is from Reaction yield outcomes from USPTO patents with 853,638 reactions. The task is: Predict the reaction yield, written as a fraction of the theoretical maximum amount of product (1.0 means a 100% yield; for example, 0.34 means a 34% yield). (1) The reactants are [F:1][C:2]1[CH:3]=[C:4]([CH:24]=[C:25]([F:27])[CH:26]=1)[CH2:5][C@H:6]1[CH2:11][C@H:10]([C:12](=[O:19])[CH2:13][C:14](OCC)=[O:15])[CH2:9][CH2:8][N:7]1[C:20]([O:22][CH3:23])=[O:21].[OH-].[Na+].[NH2:30]O.Cl. The catalyst is CO.O. The product is [F:1][C:2]1[CH:3]=[C:4]([CH:24]=[C:25]([F:27])[CH:26]=1)[CH2:5][C@H:6]1[CH2:11][C@H:10]([C:12]2[O:19][NH:30][C:14](=[O:15])[CH:13]=2)[CH2:9][CH2:8][N:7]1[C:20]([O:22][CH3:23])=[O:21]. The yield is 0.760. (2) The reactants are Br[C:2]1[CH:3]=[C:4]([CH:9]=[CH:10][C:11]=1[O:12][CH:13]1[CH2:18][CH2:17][CH2:16][CH2:15][O:14]1)[C:5]([O:7][CH3:8])=[O:6].COC1C=CC=C(OC)[C:26]=1[C:27]1[CH:28]=[CH:29][CH:30]=[CH:31][C:32]=1P(C1CCCCC1)C1CCCCC1.P([O-])([O-])([O-])=O.[K+].[K+].[K+].CC1(C)C(B2OC(C)(C)C(C)(C)O2)=CCC1. The product is [CH3:28][C:27]1([CH3:26])[C:32]([C:2]2[CH:3]=[C:4]([CH:9]=[CH:10][C:11]=2[O:12][CH:13]2[CH2:18][CH2:17][CH2:16][CH2:15][O:14]2)[C:5]([O:7][CH3:8])=[O:6])=[CH:31][CH2:30][CH2:29]1. The yield is 0.800. The catalyst is CN(C=O)C.O.C([O-])(=O)C.[Pd+2].C([O-])(=O)C. (3) The reactants are [CH2:1]([O:3][C:4](=[O:30])[CH:5]=[CH:6][C:7]1[N:8]=[C:9]([NH:12][C:13]([NH:15][C:16]2[CH:21]=[CH:20][C:19]([CH3:22])=[CH:18][C:17]=2[C:23]([CH:25]2[CH2:29][CH2:28][CH2:27][CH2:26]2)=[O:24])=[O:14])[S:10][CH:11]=1)[CH3:2]. The catalyst is [Pd]. The product is [CH2:1]([O:3][C:4](=[O:30])[CH2:5][CH2:6][C:7]1[N:8]=[C:9]([NH:12][C:13]([NH:15][C:16]2[CH:21]=[CH:20][C:19]([CH3:22])=[CH:18][C:17]=2[C:23]([CH:25]2[CH2:29][CH2:28][CH2:27][CH2:26]2)=[O:24])=[O:14])[S:10][CH:11]=1)[CH3:2]. The yield is 0.960. (4) The reactants are [Cl:1][C:2]1[CH:6]=[CH:5][NH:4][C:3]=1[C:7]([O:9][CH3:10])=[O:8].[H-].[Na+].[NH2:13]Cl. The catalyst is CN(C=O)C. The product is [NH2:13][N:4]1[CH:5]=[CH:6][C:2]([Cl:1])=[C:3]1[C:7]([O:9][CH3:10])=[O:8]. The yield is 0.690. (5) The reactants are C(N1C=CN=C1)(N1C=CN=C1)=O.[Br-:13].[C:14]([C:17]1[CH:22]=[CH:21][C:20]([C:23](=[O:50])[CH2:24][N+:25]23[CH2:32][CH2:31][CH:28]([CH2:29][CH2:30]2)[C@@H:27]([O:33][C:34](=[O:49])[C@@H:35]([C:43]2[CH:48]=[CH:47][CH:46]=[CH:45][CH:44]=2)[NH:36][C:37]2[CH:42]=[CH:41][CH:40]=[CH:39][CH:38]=2)[CH2:26]3)=[CH:19][CH:18]=1)([OH:16])=O.[NH:51]1[CH2:56][CH2:55][O:54][CH2:53][CH2:52]1. The catalyst is CN(C=O)C. The product is [Br-:13].[N:51]1([C:14]([C:17]2[CH:22]=[CH:21][C:20]([C:23](=[O:50])[CH2:24][N+:25]34[CH2:32][CH2:31][CH:28]([CH2:29][CH2:30]3)[C@@H:27]([O:33][C:34](=[O:49])[C@@H:35]([C:43]3[CH:44]=[CH:45][CH:46]=[CH:47][CH:48]=3)[NH:36][C:37]3[CH:42]=[CH:41][CH:40]=[CH:39][CH:38]=3)[CH2:26]4)=[CH:19][CH:18]=2)=[O:16])[CH2:56][CH2:55][O:54][CH2:53][CH2:52]1. The yield is 0.338. (6) The reactants are O[C:2]1[C:7]([C:8](=[O:18])[CH2:9][C:10]([N:12]2[CH2:17][CH2:16][O:15][CH2:14][CH2:13]2)=[O:11])=[CH:6][CH:5]=[CH:4][C:3]=1[O:19][S:20]([C:23]([F:26])([F:25])[F:24])(=[O:22])=[O:21].S(OS(C(F)(F)F)(=O)=O)(C(F)(F)F)(=O)=O.C. The catalyst is C(Cl)Cl.CO. The product is [N:12]1([C:10]2[O:11][C:2]3[C:7]([C:8](=[O:18])[CH:9]=2)=[CH:6][CH:5]=[CH:4][C:3]=3[O:19][S:20]([C:23]([F:26])([F:24])[F:25])(=[O:21])=[O:22])[CH2:13][CH2:14][O:15][CH2:16][CH2:17]1. The yield is 0.288. (7) The reactants are [C:1]([O:4][CH2:5][C:6]([CH3:36])([CH3:35])[CH2:7][N:8]1[C:14]2[CH:15]=[CH:16][C:17]([Cl:19])=[CH:18][C:13]=2[C@@H:12]([C:20]2[CH:25]=[CH:24][CH:23]=[C:22]([O:26][CH3:27])[C:21]=2[O:28][CH3:29])[O:11][C@H:10]([CH2:30][C:31](O)=[O:32])[C:9]1=[O:34])(=[O:3])[CH3:2].S(Cl)(Cl)=O.Cl.[NH2:42][C:43]1[CH:44]=[CH:45][C:46]2[O:50][C:49]([C:51]([O:53][CH2:54][CH3:55])=[O:52])=[C:48]([O:56][CH3:57])[C:47]=2[CH:58]=1.C(N(CC)CC)C. The catalyst is O1CCCC1.C(OCC)(=O)C.O.CN(C)C=O. The product is [C:1]([O:4][CH2:5][C:6]([CH3:36])([CH3:35])[CH2:7][N:8]1[C:14]2[CH:15]=[CH:16][C:17]([Cl:19])=[CH:18][C:13]=2[C@@H:12]([C:20]2[CH:25]=[CH:24][CH:23]=[C:22]([O:26][CH3:27])[C:21]=2[O:28][CH3:29])[O:11][C@H:10]([CH2:30][C:31]([NH:42][C:43]2[CH:44]=[CH:45][C:46]3[O:50][C:49]([C:51]([O:53][CH2:54][CH3:55])=[O:52])=[C:48]([O:56][CH3:57])[C:47]=3[CH:58]=2)=[O:32])[C:9]1=[O:34])(=[O:3])[CH3:2]. The yield is 0.882. (8) The reactants are [CH:1]([C:3]1[CH:8]=[CH:7][C:6]([C:9]2[C:10]([C:15]#[N:16])=[CH:11][CH:12]=[CH:13][CH:14]=2)=[C:5]([N+:17]([O-:19])=[O:18])[CH:4]=1)=[O:2].CO.[BH4-].[Na+].Cl. The catalyst is C1COCC1. The product is [OH:2][CH2:1][C:3]1[CH:8]=[CH:7][C:6]([C:9]2[C:10]([C:15]#[N:16])=[CH:11][CH:12]=[CH:13][CH:14]=2)=[C:5]([N+:17]([O-:19])=[O:18])[CH:4]=1. The yield is 0.700.